From a dataset of Reaction yield outcomes from USPTO patents with 853,638 reactions. Predict the reaction yield, written as a fraction of the theoretical maximum amount of product (1.0 means a 100% yield; for example, 0.34 means a 34% yield). (1) The reactants are [CH2:1]([O:5][C:6]1[C:15]2[C:10](=[CH:11][C:12]([F:16])=[CH:13][CH:14]=2)[C:9](=[O:17])[N:8]([CH2:18][C:19]([CH3:22])([CH3:21])[CH3:20])[C:7]=1[CH2:23]Cl)[CH2:2][CH2:3][CH3:4].[C:25]1(=[O:35])[NH:29][C:28](=[O:30])[C:27]2=[CH:31][CH:32]=[CH:33][CH:34]=[C:26]12.[K].O. The catalyst is CN(C)C=O. The product is [CH2:1]([O:5][C:6]1[C:15]2[C:10](=[CH:11][C:12]([F:16])=[CH:13][CH:14]=2)[C:9](=[O:17])[N:8]([CH2:18][C:19]([CH3:22])([CH3:21])[CH3:20])[C:7]=1[CH2:23][N:29]1[C:25](=[O:35])[C:26]2[C:27](=[CH:31][CH:32]=[CH:33][CH:34]=2)[C:28]1=[O:30])[CH2:2][CH2:3][CH3:4]. The yield is 0.965. (2) The reactants are [OH:1][C:2]1[CH:13]=[CH:12][C:5]2[S:6][CH:7]=[C:8]([C:9]([OH:11])=[O:10])[C:4]=2[CH:3]=1.SC1C=C[C:18]([OH:21])=[CH:17]C=1.N1C=CC=CC=1.O. The catalyst is C(OC(=O)C)(=O)C. The product is [C:18]([O:1][C:2]1[CH:13]=[CH:12][C:5]2[S:6][CH:7]=[C:8]([C:9]([OH:11])=[O:10])[C:4]=2[CH:3]=1)(=[O:21])[CH3:17]. The yield is 0.973. (3) The reactants are [CH:1]1([NH:4][C:5](=[O:23])[C:6]2[CH:11]=[CH:10][C:9]([C:12]3[N:16]4[CH:17]=[C:18]([Br:22])[N:19]=[C:20](Br)[C:15]4=[N:14][CH:13]=3)=[CH:8][CH:7]=2)[CH2:3][CH2:2]1.[NH2:24][CH2:25][CH2:26][CH2:27][OH:28].C1(C)C=CC=CC=1. The catalyst is CN(C)C=O. The product is [Br:22][C:18]1[N:19]=[C:20]([NH:24][CH2:25][CH2:26][CH2:27][OH:28])[C:15]2[N:16]([C:12]([C:9]3[CH:10]=[CH:11][C:6]([C:5]([NH:4][CH:1]4[CH2:2][CH2:3]4)=[O:23])=[CH:7][CH:8]=3)=[CH:13][N:14]=2)[CH:17]=1. The yield is 0.920. (4) The reactants are [C:1]1([C:7](=[O:11])[C@H:8](O)[CH3:9])[CH:6]=[CH:5][CH:4]=[CH:3][CH:2]=1.CN(C1C2C(N(C)C)=CC=CC=2C=CC=1)C.S(OS(C(F)(F)F)(=O)=O)(C(F)(F)F)(=O)=O.[NH2:43][C:44]([CH3:48])([CH3:47])[CH2:45][OH:46]. The catalyst is C(Cl)Cl. The product is [C:1]1([C@:7]2([OH:11])[O:46][CH2:45][C:44]([CH3:48])([CH3:47])[NH:43][C@H:8]2[CH3:9])[CH:6]=[CH:5][CH:4]=[CH:3][CH:2]=1. The yield is 0.680.